From a dataset of HIV replication inhibition screening data with 41,000+ compounds from the AIDS Antiviral Screen. Binary Classification. Given a drug SMILES string, predict its activity (active/inactive) in a high-throughput screening assay against a specified biological target. The drug is Cl.O=C(NCCc1ccccc1)c1cc2ccc(O)c(O)c2cn1. The result is 0 (inactive).